This data is from Serine/threonine kinase 33 screen with 319,792 compounds. The task is: Binary Classification. Given a drug SMILES string, predict its activity (active/inactive) in a high-throughput screening assay against a specified biological target. The compound is O=C(N1CC2CC(C1)c1n(C2)c(=O)ccc1)CCc1c(c2c(oc1=O)cc(OCC(C)=C)cc2)C. The result is 0 (inactive).